Dataset: Full USPTO retrosynthesis dataset with 1.9M reactions from patents (1976-2016). Task: Predict the reactants needed to synthesize the given product. (1) Given the product [CH:4]([C:5]1[CH:6]=[C:7]([CH:12]=[CH:13][CH:14]=1)[C:8]([O:10][CH3:11])=[O:9])=[O:16], predict the reactants needed to synthesize it. The reactants are: CN.Br[CH:4](Br)[C:5]1[CH:6]=[C:7]([CH:12]=[CH:13][CH:14]=1)[C:8]([O:10][CH3:11])=[O:9].[OH2:16]. (2) Given the product [F:1]/[C:2](=[CH:15]/[CH2:16][C:17]1[CH:22]=[C:21]([C:23]([F:24])([F:26])[F:25])[CH:20]=[C:19]([F:27])[CH:18]=1)/[CH2:3][NH2:4], predict the reactants needed to synthesize it. The reactants are: [F:1]/[C:2](=[CH:15]/[CH2:16][C:17]1[CH:22]=[C:21]([C:23]([F:26])([F:25])[F:24])[CH:20]=[C:19]([F:27])[CH:18]=1)/[CH2:3][N:4]1C(=O)C2=CC=CC=C2C1=O.